From a dataset of Full USPTO retrosynthesis dataset with 1.9M reactions from patents (1976-2016). Predict the reactants needed to synthesize the given product. (1) Given the product [CH3:10][N:6]1[CH2:7][CH2:8][CH2:9][CH:5]1[CH2:4][CH2:3][N:11]1[CH2:15][CH2:14][N:13]([CH2:3][CH2:4][CH:5]2[CH2:9][CH2:8][CH2:7][N:6]2[CH3:10])[C:12]1=[C:16]([C:19]#[N:20])[C:17]#[N:18], predict the reactants needed to synthesize it. The reactants are: Cl.Cl[CH2:3][CH2:4][CH:5]1[CH2:9][CH2:8][CH2:7][N:6]1[CH3:10].[NH:11]1[CH2:15][CH2:14][NH:13][C:12]1=[C:16]([C:19]#[N:20])[C:17]#[N:18].C(=O)([O-])[O-].[K+].[K+].[I-].[Na+]. (2) The reactants are: [C:1]12([NH2:11])[CH2:10][CH:5]3[CH2:6][CH:7]([CH2:9][CH:3]([CH2:4]3)[CH2:2]1)[CH2:8]2.[S:12]1[CH:16]=[CH:15][C:14]2[CH:17]=[C:18]([CH:21]=O)[CH:19]=[CH:20][C:13]1=2. Given the product [S:12]1[CH:16]=[CH:15][C:14]2[CH:17]=[C:18]([CH2:21][NH:11][C:1]34[CH2:8][CH:7]5[CH2:6][CH:5]([CH2:4][CH:3]([CH2:9]5)[CH2:2]3)[CH2:10]4)[CH:19]=[CH:20][C:13]1=2, predict the reactants needed to synthesize it. (3) Given the product [C:1]([C:5]1[N:10]=[C:9]([N:11]2[CH2:12][CH2:13][N:14]([CH2:17][CH2:18][CH2:19][CH2:20][NH:21][C:28]([N:47]3[CH2:48][CH2:49][N:44]([S:41]([C:35]4[CH:40]=[CH:39][CH:38]=[CH:37][CH:36]=4)(=[O:43])=[O:42])[CH2:45][CH2:46]3)=[O:29])[CH2:15][CH2:16]2)[CH:8]=[C:7]([CH3:22])[N:6]=1)([CH3:4])([CH3:3])[CH3:2], predict the reactants needed to synthesize it. The reactants are: [C:1]([C:5]1[N:10]=[C:9]([N:11]2[CH2:16][CH2:15][N:14]([CH2:17][CH2:18][CH2:19][CH2:20][NH2:21])[CH2:13][CH2:12]2)[CH:8]=[C:7]([CH3:22])[N:6]=1)([CH3:4])([CH3:3])[CH3:2].C1N=CN([C:28](N2C=NC=C2)=[O:29])C=1.[C:35]1([S:41]([N:44]2[CH2:49][CH2:48][NH:47][CH2:46][CH2:45]2)(=[O:43])=[O:42])[CH:40]=[CH:39][CH:38]=[CH:37][CH:36]=1.C(Cl)(Cl)Cl.CO. (4) Given the product [CH2:1]([N:3]1[C:7]2=[N:8][C:9]([CH2:32][CH3:33])=[C:10]([CH2:19][NH:20][C:21]([C:23]3[CH:92]=[CH:91][N:90]=[C:93]([C:94]([NH:34][CH2:35][C:36]4[CH:37]=[CH:38][C:39]([F:63])=[C:40]([C:42]5[CH:47]=[CH:46][CH:45]=[C:44]([CH2:48][N:49]6[CH2:54][CH2:53][N:52]([C:55]([O:57][C:58]([CH3:59])([CH3:61])[CH3:60])=[O:56])[C@@H:51]([CH3:62])[CH2:50]6)[CH:43]=5)[CH:41]=4)=[O:71])[CH:28]=3)=[O:22])[C:11]([NH:12][CH:13]3[CH2:14][CH2:15][O:16][CH2:17][CH2:18]3)=[C:6]2[CH:5]=[N:4]1)[CH3:2], predict the reactants needed to synthesize it. The reactants are: [CH2:1]([N:3]1[C:7]2=[N:8][C:9]([CH2:32][CH3:33])=[C:10]([CH2:19][NH:20][C:21]([C:23]3[CH:28]=C(C(O)=O)C=CN=3)=[O:22])[C:11]([NH:12][CH:13]3[CH2:18][CH2:17][O:16][CH2:15][CH2:14]3)=[C:6]2[CH:5]=[N:4]1)[CH3:2].[NH2:34][CH2:35][C:36]1[CH:37]=[CH:38][C:39]([F:63])=[C:40]([C:42]2[CH:47]=[CH:46][CH:45]=[C:44]([CH2:48][N:49]3[CH2:54][CH2:53][N:52]([C:55]([O:57][C:58]([CH3:61])([CH3:60])[CH3:59])=[O:56])[C@@H:51]([CH3:62])[CH2:50]3)[CH:43]=2)[CH:41]=1.CN(C([O:71]N1N=NC2C=CC=CC1=2)=[N+](C)C)C.F[P-](F)(F)(F)(F)F.CC[N:90]([CH2:93][CH3:94])[CH2:91][CH3:92].